This data is from Reaction yield outcomes from USPTO patents with 853,638 reactions. The task is: Predict the reaction yield, written as a fraction of the theoretical maximum amount of product (1.0 means a 100% yield; for example, 0.34 means a 34% yield). (1) The reactants are [C:1]([O:5][C:6]([N:8]1[C:16]2[C:11](=[CH:12][C:13]([O:17][CH2:18][CH2:19][CH2:20][CH2:21]Br)=[CH:14][CH:15]=2)[CH2:10][CH2:9]1)=[O:7])([CH3:4])([CH3:3])[CH3:2].[CH2:23]([CH2:26][NH2:27])[CH:24]=C.[CH3:28]N(C=O)C. No catalyst specified. The product is [C:1]([O:5][C:6]([N:8]1[C:16]2[C:11](=[CH:12][C:13]([O:17][CH2:18][CH2:19][CH2:20][CH2:21][N:27]([CH2:26][CH:23]=[CH2:24])[CH3:28])=[CH:14][CH:15]=2)[CH2:10][CH2:9]1)=[O:7])([CH3:4])([CH3:3])[CH3:2]. The yield is 0.850. (2) The product is [CH3:12][C:13]1([CH2:16][CH2:17][CH2:18][CH2:19][CH3:20])[O:15][CH2:14]1.[CH3:12][C:13]([OH:15])([CH2:16][CH2:17][CH2:18][CH2:19][CH3:20])[CH2:14][OH:9]. The reactants are ClC1C=CC=C(C(OO)=[O:9])C=1.[CH3:12][C:13]1([CH2:16][CH2:17][CH2:18][CH2:19][CH3:20])[O:15][CH2:14]1. The yield is 0.500. The catalyst is C(Cl)Cl.C1COCC1.O. (3) The reactants are [CH3:1][C:2]1[N:6]([C:7]2[N:12]=[C:11]([NH:13][C:14]3[CH:19]=[CH:18][C:17]([C:20]([F:23])([F:22])[F:21])=[CH:16][CH:15]=3)[CH:10]=[C:9]([NH2:24])[N:8]=2)[C:5]2[CH:25]=[CH:26][CH:27]=[CH:28][C:4]=2[N:3]=1.[Cl:29]N1C(=O)CCC1=O.C([O-])(O)=O.[Na+]. The catalyst is CN(C=O)C. The product is [Cl:29][C:10]1[C:11]([NH:13][C:14]2[CH:19]=[CH:18][C:17]([C:20]([F:23])([F:22])[F:21])=[CH:16][CH:15]=2)=[N:12][C:7]([N:6]2[C:5]3[CH:25]=[CH:26][CH:27]=[CH:28][C:4]=3[N:3]=[C:2]2[CH3:1])=[N:8][C:9]=1[NH2:24]. The yield is 0.920. (4) The reactants are O.[C:2]1([CH:8]([CH3:11])[C:9]#[N:10])[CH:7]=[CH:6][CH:5]=[CH:4][CH:3]=1.[ClH:12].[H][H]. The catalyst is C(O)C. The product is [ClH:12].[C:2]1([CH:8]([CH3:11])[CH2:9][NH2:10])[CH:7]=[CH:6][CH:5]=[CH:4][CH:3]=1. The yield is 0.762. (5) The reactants are [F:1][C:2]1[CH:21]=[CH:20][C:5]([C:6]([NH:8][CH2:9][C:10]([O:12]CC2C=CC=CC=2)=[O:11])=[O:7])=[CH:4][C:3]=1[N+:22]([O-])=O. The catalyst is CCOC(C)=O.[Pd]. The product is [NH2:22][C:3]1[CH:4]=[C:5]([CH:20]=[CH:21][C:2]=1[F:1])[C:6]([NH:8][CH2:9][C:10]([OH:12])=[O:11])=[O:7]. The yield is 0.700. (6) The reactants are [Cl:1][C:2]1[CH:10]=[C:6]([C:7]([OH:9])=O)[C:5]([OH:11])=[CH:4][CH:3]=1.[NH2:12][C:13]1[S:14][CH:15]=[C:16]([C:18]2[CH:23]=[CH:22][CH:21]=[C:20]([C:24]([F:27])([F:26])[F:25])[CH:19]=2)[N:17]=1. No catalyst specified. The product is [Cl:1][C:2]1[CH:3]=[CH:4][C:5]([OH:11])=[C:6]([CH:10]=1)[C:7]([NH:12][C:13]1[S:14][CH:15]=[C:16]([C:18]2[CH:23]=[CH:22][CH:21]=[C:20]([C:24]([F:27])([F:25])[F:26])[CH:19]=2)[N:17]=1)=[O:9]. The yield is 0.310. (7) The catalyst is C1COCC1. The reactants are [C:1](OC(=O)C)(=[O:3])[CH3:2].Cl.Cl.[O:10]([C:17]1[C:18]([NH:33][C:34]2[S:35][CH:36]=[C:37]([CH2:39][CH:40]3[CH2:45][CH2:44][NH:43][CH2:42][CH2:41]3)[N:38]=2)=[N:19][CH:20]=[C:21]([S:23][C:24]2[CH:29]=[CH:28][N:27]=[C:26]3[CH:30]=[CH:31][S:32][C:25]=23)[CH:22]=1)[C:11]1[CH:16]=[CH:15][CH:14]=[CH:13][CH:12]=1.C(N(CC)CC)C. The product is [O:10]([C:17]1[C:18]([NH:33][C:34]2[S:35][CH:36]=[C:37]([CH2:39][CH:40]3[CH2:45][CH2:44][N:43]([C:1](=[O:3])[CH3:2])[CH2:42][CH2:41]3)[N:38]=2)=[N:19][CH:20]=[C:21]([S:23][C:24]2[CH:29]=[CH:28][N:27]=[C:26]3[CH:30]=[CH:31][S:32][C:25]=23)[CH:22]=1)[C:11]1[CH:16]=[CH:15][CH:14]=[CH:13][CH:12]=1. The yield is 0.912.